From a dataset of Full USPTO retrosynthesis dataset with 1.9M reactions from patents (1976-2016). Predict the reactants needed to synthesize the given product. The reactants are: Cl[S:2]([C:5]1[CH:6]=[C:7]([CH:11]=[CH:12][CH:13]=1)[C:8]([OH:10])=[O:9])(=[O:4])=[O:3].[CH2:14]([NH2:21])[C:15]1[CH:20]=[CH:19][CH:18]=[CH:17][CH:16]=1. Given the product [CH2:14]([NH:21][S:2]([C:5]1[CH:6]=[C:7]([CH:11]=[CH:12][CH:13]=1)[C:8]([OH:10])=[O:9])(=[O:4])=[O:3])[C:15]1[CH:20]=[CH:19][CH:18]=[CH:17][CH:16]=1, predict the reactants needed to synthesize it.